From a dataset of Full USPTO retrosynthesis dataset with 1.9M reactions from patents (1976-2016). Predict the reactants needed to synthesize the given product. (1) The reactants are: Cl.C(OC([N:9]1[CH2:14][CH2:13][N:12]([CH2:15][CH:16]2[CH2:21][CH2:20][CH2:19][CH2:18][N:17]2[CH3:22])[CH2:11][CH2:10]1)=O)(C)(C)C. Given the product [CH3:22][N:17]1[CH2:18][CH2:19][CH2:20][CH2:21][CH:16]1[CH2:15][N:12]1[CH2:13][CH2:14][NH:9][CH2:10][CH2:11]1, predict the reactants needed to synthesize it. (2) Given the product [NH2:26][C:25]1[N:24]=[CH:23][N:22]=[C:21]2[N:17]([CH:15]([C:9]3[C:8]([O:28][CH3:29])=[C:7]([CH:5]4[CH2:4][N:3]([C:32](=[O:33])[C@@H:31]([OH:30])[CH3:35])[CH2:6]4)[C:12]([CH3:13])=[C:11]([Cl:14])[CH:10]=3)[CH3:16])[N:18]=[C:19]([CH3:27])[C:20]=12, predict the reactants needed to synthesize it. The reactants are: Cl.Cl.[NH:3]1[CH2:6][CH:5]([C:7]2[C:8]([O:28][CH3:29])=[C:9]([CH:15]([N:17]3[C:21]4=[N:22][CH:23]=[N:24][C:25]([NH2:26])=[C:20]4[C:19]([CH3:27])=[N:18]3)[CH3:16])[CH:10]=[C:11]([Cl:14])[C:12]=2[CH3:13])[CH2:4]1.[OH:30][C@@H:31]([CH3:35])[C:32](O)=[O:33].C(N(CC)CC)C.F[P-](F)(F)(F)(F)F.C[N+](C)=C(N(C)C)ON1C2N=CC=CC=2N=N1. (3) Given the product [CH2:7]([O:14][CH2:15][C:16]([CH3:21])([CH2:19][NH2:20])[CH2:17][NH2:18])[C:8]1[CH:13]=[CH:12][CH:11]=[CH:10][CH:9]=1, predict the reactants needed to synthesize it. The reactants are: [H-].[H-].[H-].[H-].[Li+].[Al+3].[CH2:7]([O:14][CH2:15][C:16]([CH3:21])([C:19]#[N:20])[C:17]#[N:18])[C:8]1[CH:13]=[CH:12][CH:11]=[CH:10][CH:9]=1.O.[OH-].[Na+].